From a dataset of Reaction yield outcomes from USPTO patents with 853,638 reactions. Predict the reaction yield, written as a fraction of the theoretical maximum amount of product (1.0 means a 100% yield; for example, 0.34 means a 34% yield). (1) The reactants are [Cl:1][CH2:2][CH:3]1[C:11]2[C:10]3[CH:12]=[CH:13][C:14]([S:16]([NH:19][CH2:20][CH2:21][OH:22])(=[O:18])=[O:17])=[CH:15][C:9]=3[C:8]([N+:23]([O-:25])=[O:24])=[CH:7][C:6]=2[NH:5][CH2:4]1.[CH3:26][O:27][C:28]1[CH:29]=[C:30]2[C:34](=[C:35]([O:39][CH3:40])[C:36]=1[O:37][CH3:38])[NH:33][C:32]([C:41](O)=[O:42])=[CH:31]2.CCN=C=NCCCN(C)C.CC1C=CC(S(O)(=O)=O)=CC=1. The catalyst is CO.Cl.O.CC(N(C)C)=O. The product is [Cl:1][CH2:2][CH:3]1[C:11]2[C:10]3[CH:12]=[CH:13][C:14]([S:16]([NH:19][CH2:20][CH2:21][OH:22])(=[O:17])=[O:18])=[CH:15][C:9]=3[C:8]([N+:23]([O-:25])=[O:24])=[CH:7][C:6]=2[N:5]([C:41]([C:32]2[NH:33][C:34]3[C:30]([CH:31]=2)=[CH:29][C:28]([O:27][CH3:26])=[C:36]([O:37][CH3:38])[C:35]=3[O:39][CH3:40])=[O:42])[CH2:4]1. The yield is 0.740. (2) The reactants are [N:1]1[CH:6]=[CH:5][CH:4]=[C:3]([C:7]2[S:11][C:10]([CH:12]=[O:13])=[CH:9][CH:8]=2)[CH:2]=1.[BH4-].[Na+].C(=O)(O)[O-].[Na+]. The catalyst is CO. The product is [N:1]1[CH:6]=[CH:5][CH:4]=[C:3]([C:7]2[S:11][C:10]([CH2:12][OH:13])=[CH:9][CH:8]=2)[CH:2]=1. The yield is 0.990. (3) The reactants are [CH2:1]([O:8][C:9]([N:11]1[CH2:15][C:14](=[O:16])[CH2:13][N:12]1[C:17](=[O:26])[CH2:18][C:19]1[CH:24]=[CH:23][C:22]([F:25])=[CH:21][CH:20]=1)=[O:10])[C:2]1[CH:7]=[CH:6][CH:5]=[CH:4][CH:3]=1.CCOCC. The catalyst is C1COCC1. The product is [CH2:1]([O:8][C:9]([N:11]1[CH2:15][CH:14]([OH:16])[CH2:13][N:12]1[C:17](=[O:26])[CH2:18][C:19]1[CH:24]=[CH:23][C:22]([F:25])=[CH:21][CH:20]=1)=[O:10])[C:2]1[CH:7]=[CH:6][CH:5]=[CH:4][CH:3]=1. The yield is 0.730. (4) The reactants are Cl[C:2]1[CH:3]=[CH:4][C:5]([S:8]([CH:11]2[CH2:13][CH2:12]2)(=[O:10])=[O:9])=[N:6][CH:7]=1.[OH:14][CH2:15][C@@H:16]1[O:20][C:19]([C:21]2[NH:25][C:24]([C:26]3[CH:27]=[C:28]([OH:38])[CH:29]=[C:30]([O:32][C@@H:33]([CH3:37])[CH2:34][O:35][CH3:36])[CH:31]=3)=[CH:23][CH:22]=2)=[N:18][CH2:17]1.C(=O)([O-])[O-].[K+].[K+].O. The catalyst is CN(C)C=O. The product is [CH:11]1([S:8]([C:5]2[N:6]=[CH:7][C:2]([O:38][C:28]3[CH:27]=[C:26]([C:24]4[NH:25][C:21]([C:19]5[O:20][C@@H:16]([CH2:15][OH:14])[CH2:17][N:18]=5)=[CH:22][CH:23]=4)[CH:31]=[C:30]([O:32][C@@H:33]([CH3:37])[CH2:34][O:35][CH3:36])[CH:29]=3)=[CH:3][CH:4]=2)(=[O:10])=[O:9])[CH2:13][CH2:12]1. The yield is 0.340. (5) The reactants are [CH2:1]([O:3][C:4](=[O:26])[C:5](=P(C1C=CC=CC=1)(C1C=CC=CC=1)C1C=CC=CC=1)[CH3:6])[CH3:2].[CH2:27](O)[CH:28]=[O:29]. The catalyst is C(Cl)Cl. The product is [CH2:1]([O:3][C:4](=[O:26])[C:5]([CH3:6])=[CH:27][CH2:28][OH:29])[CH3:2]. The yield is 0.900. (6) The reactants are C([O:3][C:4](=[O:33])[CH2:5][C:6]1[CH:11]=[CH:10][C:9]([NH:12][C:13]([NH:15][C:16]2[S:17][CH:18]=[C:19]([CH2:21][C:22](=[O:25])[NH:23][CH3:24])[N:20]=2)=[O:14])=[C:8]([C:26]([CH:28]2[CH2:32][CH2:31][CH2:30][CH2:29]2)=[O:27])[CH:7]=1)C.[CH3:34][NH2:35]. No catalyst specified. The product is [CH:28]1([C:26]([C:8]2[CH:7]=[C:6]([CH2:5][C:4]([OH:33])=[O:3])[CH:11]=[CH:10][C:9]=2[NH:12][C:13]([NH:15][C:16]2[S:17][CH:18]=[C:19]([CH2:21][C:22](=[O:25])[NH:23][CH3:24])[N:20]=2)=[O:14])=[O:27])[CH2:32][CH2:31][CH2:30][CH2:29]1.[CH:28]1([C:26]([C:8]2[CH:7]=[C:6]([CH2:5][C:4]([NH:35][CH3:34])=[O:3])[CH:11]=[CH:10][C:9]=2[NH:12][C:13]([NH:15][C:16]2[S:17][CH:18]=[C:19]([CH2:21][C:22](=[O:25])[NH:23][CH3:24])[N:20]=2)=[O:14])=[O:27])[CH2:32][CH2:31][CH2:30][CH2:29]1. The yield is 0.700. (7) The reactants are [CH3:1][N:2]1[C:7](=[O:8])[C:6]([NH:9][C:10]2[CH:15]=[CH:14][C:13]([N:16]3[CH2:21][CH2:20][N:19]([CH:22]4[CH2:25][O:24][CH2:23]4)[CH2:18][CH2:17]3)=[CH:12][N:11]=2)=[CH:5][C:4]([C:26]2[C:31]([CH:32]=[O:33])=[C:30]([N:34]3[CH2:46][CH2:45][C:44]4[N:43]5[C:38]([CH2:39][CH2:40][CH2:41][CH2:42]5)=[CH:37][C:36]=4[C:35]3=[O:47])[N:29]=[CH:28][CH:27]=2)=[CH:3]1.[BH4-].[Na+]. The catalyst is CO. The product is [OH:33][CH2:32][C:31]1[C:30]([N:34]2[CH2:46][CH2:45][C:44]3[N:43]4[C:38]([CH2:39][CH2:40][CH2:41][CH2:42]4)=[CH:37][C:36]=3[C:35]2=[O:47])=[N:29][CH:28]=[CH:27][C:26]=1[C:4]1[CH:5]=[C:6]([NH:9][C:10]2[CH:15]=[CH:14][C:13]([N:16]3[CH2:17][CH2:18][N:19]([CH:22]4[CH2:25][O:24][CH2:23]4)[CH2:20][CH2:21]3)=[CH:12][N:11]=2)[C:7](=[O:8])[N:2]([CH3:1])[CH:3]=1. The yield is 0.630. (8) The reactants are [S:1]1[CH:5]=[CH:4][C:3](B(O)O)=[CH:2]1.[NH2:9][C:10]1[N:11]=[C:12]([N:21]2[CH2:26][CH2:25][N:24]([C:27](=[O:37])[CH2:28][O:29][C:30]3[CH:35]=[CH:34][C:33]([Cl:36])=[CH:32][CH:31]=3)[CH2:23][CH2:22]2)[C:13]2[N:19]=[C:18](Cl)[CH:17]=[CH:16][C:14]=2[N:15]=1. No catalyst specified. The product is [NH2:9][C:10]1[N:11]=[C:12]([N:21]2[CH2:22][CH2:23][N:24]([C:27](=[O:37])[CH2:28][O:29][C:30]3[CH:35]=[CH:34][C:33]([Cl:36])=[CH:32][CH:31]=3)[CH2:25][CH2:26]2)[C:13]2[N:19]=[C:18]([C:3]3[CH:4]=[CH:5][S:1][CH:2]=3)[CH:17]=[CH:16][C:14]=2[N:15]=1. The yield is 0.670.